Predict the reactants needed to synthesize the given product. From a dataset of Full USPTO retrosynthesis dataset with 1.9M reactions from patents (1976-2016). (1) Given the product [Cl:20][C:2]1[N:3]=[N:4][C:5]([C:8]2[CH:17]=[CH:16][C:11]([C:12]([O:14][CH3:15])=[O:13])=[CH:10][CH:9]=2)=[CH:6][N:7]=1, predict the reactants needed to synthesize it. The reactants are: O=[C:2]1[N:7]=[CH:6][C:5]([C:8]2[CH:17]=[CH:16][C:11]([C:12]([O:14][CH3:15])=[O:13])=[CH:10][CH:9]=2)=[N:4][NH:3]1.P(Cl)(Cl)([Cl:20])=O. (2) Given the product [F:19][C:17]([F:18])([O:13][CH2:12][CH:6]1[CH2:7][CH:8]2[CH2:11][CH:5]1[CH:10]=[CH:9]2)[CH:16]([F:31])[O:20][C:21]([F:29])([F:30])[C:22]([F:27])([F:28])[C:23]([F:24])([F:25])[F:26], predict the reactants needed to synthesize it. The reactants are: CS(C)=O.[CH:5]12[CH2:11][CH:8]([CH:9]=[CH:10]1)[CH2:7][CH:6]2[CH2:12][OH:13].[OH-].[K+].[C:16]([F:31])([O:20][C:21]([F:30])([F:29])[C:22]([F:28])([F:27])[C:23]([F:26])([F:25])[F:24])=[C:17]([F:19])[F:18].